Dataset: Catalyst prediction with 721,799 reactions and 888 catalyst types from USPTO. Task: Predict which catalyst facilitates the given reaction. (1) Reactant: [CH2:1]([O:3][C:4](=[O:16])[CH2:5][C:6]([C:8]1[CH:13]=[CH:12][CH:11]=[CH:10][C:9]=1[O:14][CH3:15])=[O:7])[CH3:2].[Br:17]N1C(=O)CCC1=O.O. Product: [CH2:1]([O:3][C:4](=[O:16])[CH:5]([Br:17])[C:6]([C:8]1[CH:13]=[CH:12][CH:11]=[CH:10][C:9]=1[O:14][CH3:15])=[O:7])[CH3:2]. The catalyst class is: 53. (2) Reactant: [N+:1]([O-:4])(O)=[O:2].[F:5][C:6]1[CH:7]=[CH:8][C:9]2[O:13][CH2:12][CH2:11][C:10]=2[CH:14]=1. Product: [F:5][C:6]1[CH:7]=[C:8]([N+:1]([O-:4])=[O:2])[C:9]2[O:13][CH2:12][CH2:11][C:10]=2[CH:14]=1. The catalyst class is: 152. (3) Reactant: [C:1]([O:5][C:6]([N:8]1[CH2:13][CH2:12][CH:11]([C:14](=O)[C:15]([F:18])([F:17])[F:16])[C:10](=O)[CH2:9]1)=[O:7])([CH3:4])([CH3:3])[CH3:2].O.[NH2:22][NH2:23]. Product: [C:1]([O:5][C:6]([N:8]1[CH2:13][CH2:12][C:11]2[C:14]([C:15]([F:18])([F:17])[F:16])=[N:22][NH:23][C:10]=2[CH2:9]1)=[O:7])([CH3:4])([CH3:3])[CH3:2]. The catalyst class is: 8. (4) Reactant: [N:1]1([C:7]2[N:12]=[C:11]([NH2:13])[CH:10]=[C:9]([NH2:14])[N:8]=2)[CH2:6][CH2:5][O:4][CH2:3][CH2:2]1.Br[CH2:16][C:17]([C:19]1[CH:24]=[CH:23][CH:22]=[CH:21][CH:20]=1)=O.C([O-])(O)=O.[Na+].CO. Product: [N:1]1([C:7]2[N:8]3[CH:16]=[C:17]([C:19]4[CH:24]=[CH:23][CH:22]=[CH:21][CH:20]=4)[N:14]=[C:9]3[CH:10]=[C:11]([NH2:13])[N:12]=2)[CH2:6][CH2:5][O:4][CH2:3][CH2:2]1. The catalyst class is: 6.